Dataset: Forward reaction prediction with 1.9M reactions from USPTO patents (1976-2016). Task: Predict the product of the given reaction. (1) Given the reactants [Cl:1][CH2:2][C:3](Cl)=[O:4].[C:6]1([C:12]23[CH2:21][CH:16]4[CH2:17][CH:18]([CH2:20][C:14]([NH2:22])([CH2:15]4)[CH2:13]2)[CH2:19]3)[CH:11]=[CH:10][CH:9]=[CH:8][CH:7]=1.C([O-])([O-])=O.[K+].[K+], predict the reaction product. The product is: [Cl:1][CH2:2][C:3]([NH:22][C:14]12[CH2:15][CH:16]3[CH2:17][CH:18]([CH2:19][C:12]([C:6]4[CH:7]=[CH:8][CH:9]=[CH:10][CH:11]=4)([CH2:21]3)[CH2:13]1)[CH2:20]2)=[O:4]. (2) Given the reactants [CH:1]([N:4]1[CH2:9][CH2:8][N:7]([C:10]([C:12]2[CH:13]=[C:14]3[C:18](=[CH:19][CH:20]=2)[NH:17][C:16]([C:21]([OH:23])=O)=[CH:15]3)=[O:11])[CH2:6][CH2:5]1)([CH3:3])[CH3:2].Cl.F[B-](F)(F)F.N1(OC(N(C)C)=[N+](C)C)C2C=CC=CC=2N=N1.[NH:47]1[CH2:52][CH2:51][S:50](=[O:54])(=[O:53])[CH2:49][CH2:48]1.C(N(CC)C(C)C)(C)C.C(=O)(O)[O-].[Na+], predict the reaction product. The product is: [O:53]=[S:50]1(=[O:54])[CH2:51][CH2:52][N:47]([C:21]([C:16]2[NH:17][C:18]3[C:14]([CH:15]=2)=[CH:13][C:12]([C:10]([N:7]2[CH2:8][CH2:9][N:4]([CH:1]([CH3:2])[CH3:3])[CH2:5][CH2:6]2)=[O:11])=[CH:20][CH:19]=3)=[O:23])[CH2:48][CH2:49]1.